Predict the reactants needed to synthesize the given product. From a dataset of Full USPTO retrosynthesis dataset with 1.9M reactions from patents (1976-2016). (1) Given the product [O:1]1[CH2:5][CH2:4][CH2:3][CH:2]1[C:6]([N:9]1[CH2:14][CH2:13][NH:12][CH2:11][CH2:10]1)=[O:8], predict the reactants needed to synthesize it. The reactants are: [O:1]1[CH2:5][CH2:4][CH2:3][CH:2]1[C:6]([OH:8])=O.[NH:9]1[CH2:14][CH2:13][NH:12][CH2:11][CH2:10]1.C[Si](C)(C)N[Si](C)(C)C. (2) Given the product [CH:12]1([N:9]2[C:10]3[C:5](=[CH:4][C:3]([F:19])=[C:2]([N:20]4[CH2:23][CH:22]([NH:24][CH2:25][C@H:26]5[O:30][C:29](=[O:31])[N:28]([C:32]6[CH:33]=[CH:34][C:35]7[S:40][CH2:39][C:38](=[O:41])[NH:37][C:36]=7[CH:42]=6)[CH2:27]5)[CH2:21]4)[N:11]=3)[C:6](=[O:18])[C:7]([C:15]([OH:17])=[O:16])=[CH:8]2)[CH2:14][CH2:13]1, predict the reactants needed to synthesize it. The reactants are: Cl[C:2]1[N:11]=[C:10]2[C:5]([C:6](=[O:18])[C:7]([C:15]([OH:17])=[O:16])=[CH:8][N:9]2[CH:12]2[CH2:14][CH2:13]2)=[CH:4][C:3]=1[F:19].[NH:20]1[CH2:23][CH:22]([NH:24][CH2:25][C@H:26]2[O:30][C:29](=[O:31])[N:28]([C:32]3[CH:33]=[CH:34][C:35]4[S:40][CH2:39][C:38](=[O:41])[NH:37][C:36]=4[CH:42]=3)[CH2:27]2)[CH2:21]1. (3) Given the product [CH3:9][O:8][C:5]1[N:6]=[CH:7][CH:2]=[C:3]([CH3:10])[C:4]=1[CH:19]=[O:20], predict the reactants needed to synthesize it. The reactants are: Br[C:2]1[C:3]([CH3:10])=[CH:4][C:5]([O:8][CH3:9])=[N:6][CH:7]=1.[Li]CCCC.CN([CH:19]=[O:20])C.